Dataset: Reaction yield outcomes from USPTO patents with 853,638 reactions. Task: Predict the reaction yield, written as a fraction of the theoretical maximum amount of product (1.0 means a 100% yield; for example, 0.34 means a 34% yield). (1) The reactants are [NH:1]1[C:5]2[CH:6]=[CH:7][CH:8]=[CH:9][C:4]=2[N:3]=[C:2]1[CH2:10][N:11]([CH:21]1[C:30]2[N:29]=[CH:28][CH:27]=[CH:26][C:25]=2[CH2:24][CH2:23][CH2:22]1)[CH2:12][C:13]1[CH:18]=[CH:17][C:16]([CH2:19][NH2:20])=[CH:15][CH:14]=1.C(OC([N:38]1[CH2:44][CH2:43][CH2:42][C@H:39]1[CH:40]=O)=O)(C)(C)C.[BH4-].[Na+]. The catalyst is CO. The product is [NH:1]1[C:5]2[CH:6]=[CH:7][CH:8]=[CH:9][C:4]=2[N:3]=[C:2]1[CH2:10][N:11]([CH2:12][C:13]1[CH:14]=[CH:15][C:16]([CH2:19][NH:20][CH2:40][CH:39]2[CH2:42][CH2:43][CH2:44][NH:38]2)=[CH:17][CH:18]=1)[CH:21]1[C:30]2[N:29]=[CH:28][CH:27]=[CH:26][C:25]=2[CH2:24][CH2:23][CH2:22]1. The yield is 0.450. (2) The reactants are [CH3:1][C@@H:2]1[CH2:7][O:6][CH2:5][CH2:4][NH:3]1.C(N(CC)CC)C.[Cl:15][C:16]1[N:21]=[C:20](Cl)[CH:19]=[C:18]([C:23]([O:25][CH3:26])=[O:24])[N:17]=1.O. The catalyst is C(Cl)Cl. The product is [Cl:15][C:16]1[N:17]=[C:18]([C:23]([O:25][CH3:26])=[O:24])[CH:19]=[C:20]([N:3]2[CH2:4][CH2:5][O:6][CH2:7][C@H:2]2[CH3:1])[N:21]=1. The yield is 0.770.